Dataset: Reaction yield outcomes from USPTO patents with 853,638 reactions. Task: Predict the reaction yield, written as a fraction of the theoretical maximum amount of product (1.0 means a 100% yield; for example, 0.34 means a 34% yield). The reactants are [CH3:1][O:2][C:3]1[CH:4]=[C:5]([C:11]([C:13]2[CH:18]=[C:17]([O:19][CH3:20])[CH:16]=[C:15]([O:21][CH3:22])[CH:14]=2)=[O:12])[CH:6]=[C:7]([O:9][CH3:10])[CH:8]=1.[CH2:23]1COC[CH2:24]1.C([Mg]Br)#C.CC(C)=O.CCCCCC. The catalyst is C(OCC)C. The product is [CH3:22][O:21][C:15]1[CH:14]=[C:13]([C:11]([C:5]2[CH:6]=[C:7]([O:9][CH3:10])[CH:8]=[C:3]([O:2][CH3:1])[CH:4]=2)([OH:12])[C:23]#[CH:24])[CH:18]=[C:17]([O:19][CH3:20])[CH:16]=1. The yield is 0.730.